The task is: Predict which catalyst facilitates the given reaction.. This data is from Catalyst prediction with 721,799 reactions and 888 catalyst types from USPTO. (1) Reactant: C(OC([N:8](C(OC(C)(C)C)=O)[C:9]1[N:14]=[CH:13][C:12]([C:15]2[CH:20]=[CH:19][C:18]([OH:21])=[CH:17][CH:16]=2)=[C:11]([CH2:22][CH3:23])[C:10]=1[Br:24])=O)(C)(C)C.Cl.CCOC(C)=O. Product: [NH2:8][C:9]1[N:14]=[CH:13][C:12]([C:15]2[CH:16]=[CH:17][C:18]([OH:21])=[CH:19][CH:20]=2)=[C:11]([CH2:22][CH3:23])[C:10]=1[Br:24]. The catalyst class is: 25. (2) Reactant: [CH3:1][N:2]1[CH2:28][CH2:27][C:5]2[N:6]([CH2:14][CH:15](OS(C)(=O)=O)[C:16]3[CH:21]=[CH:20][N:19]=[CH:18][CH:17]=3)[C:7]3[CH:8]=[CH:9][C:10]([CH3:13])=[CH:11][C:12]=3[C:4]=2[CH2:3]1.[CH:29]1([NH2:33])[CH2:32][CH2:31][CH2:30]1. Product: [CH:29]1([NH:33][CH:15]([C:16]2[CH:17]=[CH:18][N:19]=[CH:20][CH:21]=2)[CH2:14][N:6]2[C:7]3[CH:8]=[CH:9][C:10]([CH3:13])=[CH:11][C:12]=3[C:4]3[CH2:3][N:2]([CH3:1])[CH2:28][CH2:27][C:5]2=3)[CH2:32][CH2:31][CH2:30]1. The catalyst class is: 6. (3) Reactant: [CH3:1][C:2]1([CH3:9])[CH2:7][NH:6][C:5](=[S:8])[NH:4][CH2:3]1.[I:10][CH3:11]. Product: [IH:10].[CH3:1][C:2]1([CH3:9])[CH2:7][NH+:6]=[C:5]([S:8][CH3:11])[NH:4][CH2:3]1. The catalyst class is: 5.